Dataset: Forward reaction prediction with 1.9M reactions from USPTO patents (1976-2016). Task: Predict the product of the given reaction. (1) Given the reactants [Cl:1][Si](C)(C)C.O.[CH3:7][N:8]([CH3:32])[C:9]1([C:26]2[CH:31]=[CH:30][CH:29]=[CH:28][CH:27]=2)[CH2:14][CH2:13][CH:12]([CH2:15][C:16]([NH:18][C:19]2[CH:24]=[CH:23][C:22]([F:25])=[CH:21][CH:20]=2)=[O:17])[CH2:11][CH2:10]1.CO, predict the reaction product. The product is: [ClH:1].[CH3:32][N:8]([CH3:7])[C:9]1([C:26]2[CH:31]=[CH:30][CH:29]=[CH:28][CH:27]=2)[CH2:10][CH2:11][CH:12]([CH2:15][C:16]([NH:18][C:19]2[CH:20]=[CH:21][C:22]([F:25])=[CH:23][CH:24]=2)=[O:17])[CH2:13][CH2:14]1. (2) Given the reactants [CH:1]1([S:4]([N:7]2[CH:11]=[C:10]([C:12]3[N:17]=[C:16]([NH:18][C:19]4[N:24]=[CH:23][C:22]5[N:25]=[C:26]([O:31][CH2:32][CH2:33][O:34]C6CCCCO6)[N:27]([CH:28]([CH3:30])[CH3:29])[C:21]=5[CH:20]=4)[CH:15]=[CH:14][N:13]=3)[CH:9]=[N:8]2)(=[O:6])=[O:5])[CH2:3][CH2:2]1, predict the reaction product. The product is: [CH:1]1([S:4]([N:7]2[CH:11]=[C:10]([C:12]3[N:17]=[C:16]([NH:18][C:19]4[N:24]=[CH:23][C:22]5[N:25]=[C:26]([O:31][CH2:32][CH2:33][OH:34])[N:27]([CH:28]([CH3:30])[CH3:29])[C:21]=5[CH:20]=4)[CH:15]=[CH:14][N:13]=3)[CH:9]=[N:8]2)(=[O:5])=[O:6])[CH2:2][CH2:3]1. (3) Given the reactants [C:1]([C:5]1[N:10]=[C:9]([O:11][C:12]2[C:17]([CH3:18])=[CH:16][C:15]([CH3:19])=[CH:14][C:13]=2[CH3:20])[C:8]([C:21]([O:23]CC)=[O:22])=[CH:7][N:6]=1)([CH3:4])([CH3:3])[CH3:2].[OH-].[Na+].Cl, predict the reaction product. The product is: [C:1]([C:5]1[N:10]=[C:9]([O:11][C:12]2[C:17]([CH3:18])=[CH:16][C:15]([CH3:19])=[CH:14][C:13]=2[CH3:20])[C:8]([C:21]([OH:23])=[O:22])=[CH:7][N:6]=1)([CH3:4])([CH3:2])[CH3:3]. (4) Given the reactants [C:1]([O:9][O:9][C:1](=[O:8])[C:2]1C=CC=C[CH:3]=1)(=[O:8])[C:2]1C=CC=C[CH:3]=1.C(OCCCCCCCCCCCCCCCC(C)C)(=O)[CH:20]([CH2:22][C:23]([O:25][CH2:26][CH2:27][CH2:28][CH2:29][CH2:30][CH2:31]CCCCCCCCCC(C)C)=[O:24])O.CN1S(=O)(=O)C2C=CC=CC=2C(O)=C1C(NC1C=CC=CN=1)=O, predict the reaction product. The product is: [CH3:31][CH2:30][CH2:29][CH2:28][CH:27]([CH2:26][O:25][C:23]([CH:22]=[CH2:20])=[O:24])[CH2:1][CH3:2].[C:23]([O:25][CH:26]=[CH2:27])(=[O:24])[CH3:22].[C:1]([OH:9])(=[O:8])[CH:2]=[CH2:3].